From a dataset of Catalyst prediction with 721,799 reactions and 888 catalyst types from USPTO. Predict which catalyst facilitates the given reaction. Reactant: [H-].[Na+].C(OP([CH2:11][C:12]([O:14][CH2:15][CH3:16])=[O:13])(OCC)=O)C.[Br:17][C:18]1[CH:19]=[CH:20][C:21]([N:26]2[CH2:30][CH2:29][CH2:28][CH2:27]2)=[C:22]([CH:25]=1)[CH:23]=O.O. Product: [Br:17][C:18]1[CH:19]=[CH:20][C:21]([N:26]2[CH2:30][CH2:29][CH2:28][CH2:27]2)=[C:22](/[CH:23]=[CH:11]/[C:12]([O:14][CH2:15][CH3:16])=[O:13])[CH:25]=1. The catalyst class is: 11.